From a dataset of Full USPTO retrosynthesis dataset with 1.9M reactions from patents (1976-2016). Predict the reactants needed to synthesize the given product. (1) Given the product [NH:1]1[C:5]2[C:4](=[CH:7][CH:8]=[CH:9][CH:10]=2)[CH:3]=[CH:2]1, predict the reactants needed to synthesize it. The reactants are: [NH:1]1[CH2:5][CH2:4][CH2:3][CH2:2]1.N1C[CH2:10][CH2:9][CH2:8][CH2:7]1. (2) Given the product [CH:9]1([NH:12][C:13]([NH:15][C:16]2[CH:21]=[CH:20][C:19]([O:22][C:23]3[CH:28]=[CH:27][N:26]=[C:25]4[CH:29]=[C:30]([C:32]5[CH:37]=[CH:36][C:35]([CH2:38][N:39]6[CH2:44][CH2:43][CH:9]([N:12]([CH2:6][CH2:7][F:8])[CH3:13])[CH2:10][CH2:40]6)=[CH:34][N:33]=5)[S:31][C:24]=34)=[C:18]([F:48])[CH:17]=2)=[O:14])[CH2:11][CH2:10]1, predict the reactants needed to synthesize it. The reactants are: CS(O[CH2:6][CH2:7][F:8])(=O)=O.[CH:9]1([NH:12][C:13]([NH:15][C:16]2[CH:21]=[CH:20][C:19]([O:22][C:23]3[CH:28]=[CH:27][N:26]=[C:25]4[CH:29]=[C:30]([C:32]5[CH:37]=[CH:36][C:35]([CH2:38][N:39]6[CH2:44][CH2:43]N(CCF)C[CH2:40]6)=[CH:34][N:33]=5)[S:31][C:24]=34)=[C:18]([F:48])[CH:17]=2)=[O:14])[CH2:11][CH2:10]1. (3) Given the product [F:16][C:10]1[CH:9]=[C:8]([N+:5]([O-:7])=[O:6])[CH:15]=[CH:14][C:11]=1[CH:12]([OH:13])[CH2:19][CH:18]=[CH2:17], predict the reactants needed to synthesize it. The reactants are: C(Cl)(Cl)Cl.[N+:5]([C:8]1[CH:15]=[CH:14][C:11]([CH:12]=[O:13])=[C:10]([F:16])[CH:9]=1)([O-:7])=[O:6].[CH2:17]([Si](C)(C)C)[CH:18]=[CH2:19]. (4) Given the product [NH2:8][C:9]1[N:14]=[C:13]([CH2:15][O:16][C:17](=[O:19])[CH3:18])[CH:12]=[CH:11][CH:10]=1, predict the reactants needed to synthesize it. The reactants are: C(OC([NH:8][C:9]1[N:14]=[C:13]([CH2:15][O:16][C:17](=[O:19])[CH3:18])[CH:12]=[CH:11][CH:10]=1)=O)(C)(C)C.FC(F)(F)C(O)=O.C(=O)(O)[O-].[Na+].